This data is from Full USPTO retrosynthesis dataset with 1.9M reactions from patents (1976-2016). The task is: Predict the reactants needed to synthesize the given product. (1) Given the product [OH:1][CH:2]1[CH2:7][CH2:6][CH2:5][C:4]([C:8]2[S:12][C:11]([C:13]([OH:15])=[O:14])=[C:10]([N:16]([C@H:17]3[CH2:18][CH2:19][C@H:20]([OH:23])[CH2:21][CH2:22]3)[C:30]([C@H:32]3[CH2:37][CH2:36][C@H:35]([CH3:38])[CH2:34][CH2:33]3)=[O:31])[CH:9]=2)=[CH:3]1, predict the reactants needed to synthesize it. The reactants are: [OH:1][CH:2]1[CH2:7][CH2:6][CH2:5][C:4]([C:8]2[S:12][C:11]([C:13]([OH:15])=[O:14])=[C:10]([N:16]([C:30]([C@H:32]3[CH2:37][CH2:36][C@H:35]([CH3:38])[CH2:34][CH2:33]3)=[O:31])[C@H:17]3[CH2:22][CH2:21][C@H:20]([O:23]C4CCCCO4)[CH2:19][CH2:18]3)[CH:9]=2)=[CH:3]1. (2) The reactants are: [F:1][C:2]1[CH:18]=[C:17]([N+:19]([O-:21])=[O:20])[CH:16]=[CH:15][C:3]=1[O:4][C:5]1[CH:10]=[CH:9][N:8]=[C:7]2[CH:11]=[C:12](I)[S:13][C:6]=12.Br[C:23]1[CH:30]=[CH:29][C:26]([CH:27]=[O:28])=[CH:25][N:24]=1. Given the product [F:1][C:2]1[CH:18]=[C:17]([N+:19]([O-:21])=[O:20])[CH:16]=[CH:15][C:3]=1[O:4][C:5]1[CH:10]=[CH:9][N:8]=[C:7]2[CH:11]=[C:12]([C:23]3[CH:30]=[CH:29][C:26]([CH:27]=[O:28])=[CH:25][N:24]=3)[S:13][C:6]=12, predict the reactants needed to synthesize it. (3) Given the product [Cl:3][C:4]1[CH:5]=[C:6]([CH2:11][CH2:12][C:13]([O:15][CH2:16][CH3:17])=[O:14])[CH:7]=[CH:8][C:9]=1[F:10], predict the reactants needed to synthesize it. The reactants are: [BH4-].[Na+].[Cl:3][C:4]1[CH:5]=[C:6](/[CH:11]=[CH:12]/[C:13]([O:15][CH2:16][CH3:17])=[O:14])[CH:7]=[CH:8][C:9]=1[F:10]. (4) Given the product [OH:2][C:3]1[CH:20]=[CH:19][C:18]2[C:17]3[C:12](=[CH:13][CH:14]=[CH:15][CH:16]=3)[C:11]3[C:6](=[CH:7][CH:8]=[CH:9][CH:10]=3)[C:5]=2[CH:4]=1, predict the reactants needed to synthesize it. The reactants are: C[O:2][C:3]1[CH:20]=[CH:19][C:18]2[C:17]3[C:12](=[CH:13][CH:14]=[CH:15][CH:16]=3)[C:11]3[C:6](=[CH:7][CH:8]=[CH:9][CH:10]=3)[C:5]=2[CH:4]=1.B(Br)(Br)Br.[B].O. (5) Given the product [CH2:3]([C:4]1[CH:9]=[CH:8][C:7]([F:10])=[CH:6][C:5]=1[C:29]([CH:26]1[CH2:27][CH2:28][N:23]([C:21]([O:20][C:16]([CH3:19])([CH3:18])[CH3:17])=[O:22])[CH2:24][CH2:25]1)=[O:34])[CH3:2], predict the reactants needed to synthesize it. The reactants are: Br[CH2:2][CH2:3][C:4]1[CH:9]=[CH:8][C:7]([F:10])=[CH:6][CH:5]=1.C([Li])(C)(C)C.[C:16]([O:20][C:21]([N:23]1[CH2:28][CH2:27][CH:26]([C:29](=[O:34])N(OC)C)[CH2:25][CH2:24]1)=[O:22])([CH3:19])([CH3:18])[CH3:17]. (6) Given the product [CH2:1]([O:3][C:4]([C:6]1[N:7]([N:16]([CH2:17][C:18]2[CH:19]=[CH:20][C:21]([F:24])=[CH:22][CH:23]=2)[C:29](=[O:30])[CH2:28][C:27]([O:26][CH3:25])=[O:32])[C:8]2[C:13]([CH:14]=1)=[CH:12][C:11]([F:15])=[CH:10][CH:9]=2)=[O:5])[CH3:2], predict the reactants needed to synthesize it. The reactants are: [CH2:1]([O:3][C:4]([C:6]1[N:7]([NH:16][CH2:17][C:18]2[CH:23]=[CH:22][C:21]([F:24])=[CH:20][CH:19]=2)[C:8]2[C:13]([CH:14]=1)=[CH:12][C:11]([F:15])=[CH:10][CH:9]=2)=[O:5])[CH3:2].[CH3:25][O:26][C:27](=[O:32])[CH2:28][C:29](Cl)=[O:30]. (7) Given the product [N+:1]([C:4]1[CH:5]=[N:6][C:7]2[CH2:8][CH2:9][C:10](=[O:14])[CH2:11][C:12]=2[CH:13]=1)([O-:3])=[O:2], predict the reactants needed to synthesize it. The reactants are: [N+:1]([C:4]1[CH:5]=[N:6][C:7]2[CH2:8][CH2:9][C:10]3(OCC[O:14]3)[CH2:11][C:12]=2[CH:13]=1)([O-:3])=[O:2].CC(C)=O.Cl.C([O-])(O)=O.[Na+].